Dataset: Full USPTO retrosynthesis dataset with 1.9M reactions from patents (1976-2016). Task: Predict the reactants needed to synthesize the given product. (1) Given the product [NH2:33][CH2:32][CH2:31][C:29]1[N:28]=[N:27][N:26]([CH2:25][C@@H:17]2[C@H:16]([NH:15][C:13](=[O:14])/[C:12](=[N:11]\[O:10][C:7]([CH3:9])([CH3:8])[C:6]([OH:54])=[O:5])/[C:41]3[N:42]=[C:43]([NH2:46])[S:44][CH:45]=3)[C:19](=[O:20])[N:18]2[S:21]([OH:24])(=[O:22])=[O:23])[CH:30]=1, predict the reactants needed to synthesize it. The reactants are: C([O:5][C:6](=[O:54])[C:7]([O:10]/[N:11]=[C:12](/[C:41]1[N:42]=[C:43]([NH:46]C(OC(C)(C)C)=O)[S:44][CH:45]=1)\[C:13]([NH:15][C@@H:16]1[C:19](=[O:20])[N:18]([S:21]([OH:24])(=[O:23])=[O:22])[C@@H:17]1[CH2:25][N:26]1[CH:30]=[C:29]([CH2:31][CH2:32][NH:33]C(OC(C)(C)C)=O)[N:28]=[N:27]1)=[O:14])([CH3:9])[CH3:8])(C)(C)C.C(O)(C(F)(F)F)=O.C(Cl)Cl.C([SiH](CC)CC)C. (2) Given the product [Br:1][C:33]1[CH:32]=[C:31]2[C:36](=[CH:35][C:34]=1[O:37][CH2:38][CH2:39][CH2:40][O:41][CH3:42])[C@H:28]([N:12]([CH:9]1[CH2:11][CH2:10]1)[C:13]([C@@H:15]1[O:20][CH2:19][CH2:18][N:17]([C:21]([O:23][C:24]([CH3:27])([CH3:26])[CH3:25])=[O:22])[CH2:16]1)=[O:14])[CH2:29][CH2:30]2, predict the reactants needed to synthesize it. The reactants are: [Br:1]N1C(=O)CCC1=O.[CH:9]1([N:12]([C@H:28]2[C:36]3[C:31](=[CH:32][CH:33]=[C:34]([O:37][CH2:38][CH2:39][CH2:40][O:41][CH3:42])[CH:35]=3)[CH2:30][CH2:29]2)[C:13]([C@@H:15]2[O:20][CH2:19][CH2:18][N:17]([C:21]([O:23][C:24]([CH3:27])([CH3:26])[CH3:25])=[O:22])[CH2:16]2)=[O:14])[CH2:11][CH2:10]1. (3) Given the product [C:1]([C:3]1[CH:4]=[C:5]([C:13]2[O:17][N:16]=[C:15]([C:18]3[CH:27]=[CH:26][CH:25]=[C:24]4[C:19]=3[CH2:20][CH2:21][CH2:22][C@H:23]4[NH:28][S:29]([CH2:32][C:33]([OH:35])=[O:34])(=[O:30])=[O:31])[N:14]=2)[CH:6]=[CH:7][C:8]=1[O:9][CH:10]([CH3:12])[CH3:11])#[N:2], predict the reactants needed to synthesize it. The reactants are: [C:1]([C:3]1[CH:4]=[C:5]([C:13]2[O:17][N:16]=[C:15]([C:18]3[CH:27]=[CH:26][CH:25]=[C:24]4[C:19]=3[CH2:20][CH2:21][CH2:22][C@H:23]4[NH:28][S:29]([CH2:32][C:33]([O:35]C)=[O:34])(=[O:31])=[O:30])[N:14]=2)[CH:6]=[CH:7][C:8]=1[O:9][CH:10]([CH3:12])[CH3:11])#[N:2].[OH-].[Na+].Cl. (4) The reactants are: C([O:3][C:4]([C:6]1[CH:10]=[C:9]([CH2:11][NH:12][C:13]([C:15]2[CH:19]=[C:18]([NH:20][C:21](=[O:31])[C:22]3[CH:27]=[C:26]([F:28])[C:25]([F:29])=[CH:24][C:23]=3[Cl:30])[NH:17][N:16]=2)=[O:14])[O:8][N:7]=1)=[O:5])C.[OH-].[Na+].Cl.O. Given the product [C:4]([C:6]1[CH:10]=[C:9]([CH2:11][NH:12][C:13]([C:15]2[CH:19]=[C:18]([NH:20][C:21](=[O:31])[C:22]3[CH:27]=[C:26]([F:28])[C:25]([F:29])=[CH:24][C:23]=3[Cl:30])[NH:17][N:16]=2)=[O:14])[O:8][N:7]=1)([OH:5])=[O:3], predict the reactants needed to synthesize it. (5) Given the product [Cl:1][C:2]1[CH:8]=[C:7]([Cl:9])[CH:6]=[C:4]2[C:3]=1[CH:11]([C:24]1[CH:25]=[C:18]([CH3:17])[CH:19]=[CH:20][CH:23]=1)[CH2:10][CH:12]([C:13]([OH:15])=[O:14])[NH:5]2, predict the reactants needed to synthesize it. The reactants are: [Cl:1][C:2]1[CH:3]=[C:4]([CH:6]=[C:7]([Cl:9])[CH:8]=1)[NH2:5].[CH2:10]([C:12](=O)[C:13]([O-:15])=[O:14])[CH3:11].[CH3:17][C:18]1[CH:19]=[C:20]([CH:23]=[CH:24][CH:25]=1)C=C.FC(F)(F)C(O)=O.[OH-].[Na+]. (6) Given the product [CH3:13][O:12][C:8]1[CH:7]=[C:6]2[C:11](=[CH:10][CH:9]=1)[C:2]([O:27][C:23]1[CH:22]=[C:21]([CH3:20])[CH:26]=[CH:25][CH:24]=1)=[N:3][C:4]([NH:14][C:15]1[CH:19]=[CH:18][NH:17][N:16]=1)=[CH:5]2, predict the reactants needed to synthesize it. The reactants are: Cl[C:2]1[C:11]2[C:6](=[CH:7][C:8]([O:12][CH3:13])=[CH:9][CH:10]=2)[CH:5]=[C:4]([NH:14][C:15]2[CH:19]=[CH:18][NH:17][N:16]=2)[N:3]=1.[CH3:20][C:21]1[CH:22]=[C:23]([OH:27])[CH:24]=[CH:25][CH:26]=1. (7) Given the product [CH3:13][C:6]1[NH:5][C:4]([C:7]2[CH:8]=[CH:9][CH:10]=[CH:11][CH:12]=2)=[N:3][C:2]=1[CH2:1][N:25]1[CH2:26][CH2:27][CH:22]([CH2:15][C:16]2[CH:21]=[CH:20][CH:19]=[CH:18][CH:17]=2)[CH2:23][CH2:24]1, predict the reactants needed to synthesize it. The reactants are: [CH3:1][C:2]1[N:3]=[C:4]([C:7]2[CH:12]=[CH:11][CH:10]=[CH:9][CH:8]=2)[NH:5][CH:6]=1.[CH2:13]=O.[CH2:15]([CH:22]1[CH2:27][CH2:26][NH:25][CH2:24][CH2:23]1)[C:16]1[CH:21]=[CH:20][CH:19]=[CH:18][CH:17]=1.